Task: Predict the reactants needed to synthesize the given product.. Dataset: Full USPTO retrosynthesis dataset with 1.9M reactions from patents (1976-2016) (1) Given the product [OH:12][C@@H:11]([CH2:13][NH:37][CH:34]1[CH2:35][CH2:36][N:31]([C:29]2[C:30]3[C:22]([C:16]4[CH:21]=[CH:20][CH:19]=[CH:18][CH:17]=4)=[CH:23][S:24][C:25]=3[N:26]=[CH:27][N:28]=2)[CH2:32][CH2:33]1)[CH2:10][O:9][C:8]1[CH:7]=[CH:6][C:5]([OH:4])=[CH:15][CH:14]=1, predict the reactants needed to synthesize it. The reactants are: COC[O:4][C:5]1[CH:15]=[CH:14][C:8]([O:9][CH2:10][C@@H:11]2[CH2:13][O:12]2)=[CH:7][CH:6]=1.[C:16]1([C:22]2[C:30]3[C:29]([N:31]4[CH2:36][CH2:35][CH:34]([NH2:37])[CH2:33][CH2:32]4)=[N:28][CH:27]=[N:26][C:25]=3[S:24][CH:23]=2)[CH:21]=[CH:20][CH:19]=[CH:18][CH:17]=1. (2) Given the product [C:1]([O:7][CH2:8][N:9]1[C:13]2[N:14]=[CH:15][N:16]=[C:17]([C:31]3[CH:30]=[N:29][N:28]([CH:24]([CH:19]4[CH2:23][CH2:22][CH2:21][CH2:20]4)[CH2:25][C:26]#[N:27])[CH:32]=3)[C:12]=2[CH:11]=[CH:10]1)(=[O:6])[C:2]([CH3:5])([CH3:4])[CH3:3], predict the reactants needed to synthesize it. The reactants are: [C:1]([O:7][CH2:8][N:9]1[C:13]2[N:14]=[CH:15][N:16]=[C:17](Cl)[C:12]=2[CH:11]=[CH:10]1)(=[O:6])[C:2]([CH3:5])([CH3:4])[CH3:3].[CH:19]1([CH:24]([N:28]2[CH:32]=[C:31](B3OC(C)(C)C(C)(C)O3)[CH:30]=[N:29]2)[CH2:25][C:26]#[N:27])[CH2:23][CH2:22][CH2:21][CH2:20]1.COCCOC.O.C(=O)([O-])[O-].[K+].[K+]. (3) Given the product [Br:17][C:14]1[CH:13]=[C:12]2[C:11](=[CH:16][CH:15]=1)[O:10][CH2:9][C:8]1[N:7]2[CH:5]([CH3:6])[C:4](=[O:3])[NH:21][N:22]=1, predict the reactants needed to synthesize it. The reactants are: C([O:3][C:4](=O)[C@H:5]([N:7]1[C:12]2[CH:13]=[C:14]([Br:17])[CH:15]=[CH:16][C:11]=2[O:10][CH2:9][C:8]1=S)[CH3:6])C.O.[NH2:21][NH2:22]. (4) Given the product [C:16]1([C@@H:14]2[CH2:15][C@H:13]2[NH:5][CH2:6][CH:7]2[CH2:8][CH2:9][N:10]([CH2:25][C:26]3[CH:34]=[CH:33][C:29]([C:30]([OH:32])=[O:31])=[CH:28][CH:27]=3)[CH2:11][CH2:12]2)[CH:17]=[CH:18][CH:19]=[CH:20][CH:21]=1, predict the reactants needed to synthesize it. The reactants are: FC(F)(F)C([N:5]([C@@H:13]1[CH2:15][C@H:14]1[C:16]1[CH:21]=[CH:20][CH:19]=[CH:18][CH:17]=1)[CH2:6][CH:7]1[CH2:12][CH2:11][NH:10][CH2:9][CH2:8]1)=O.Br[CH2:25][C:26]1[CH:34]=[CH:33][C:29]([C:30]([OH:32])=[O:31])=[CH:28][CH:27]=1.C(=O)([O-])[O-].[K+].[K+].